This data is from Full USPTO retrosynthesis dataset with 1.9M reactions from patents (1976-2016). The task is: Predict the reactants needed to synthesize the given product. Given the product [C:19]([C:6]1[C:7]([NH:9][C:10]2[C:18]3[C:13](=[N:14][CH:15]=[CH:16][CH:17]=3)[S:12][CH:11]=2)=[N:8][C:3]([NH:42][C@H:43]([CH2:47][CH3:48])[C:44]([NH2:46])=[O:45])=[N:4][CH:5]=1)#[N:20], predict the reactants needed to synthesize it. The reactants are: CS[C:3]1[N:8]=[C:7]([NH:9][C:10]2[C:18]3[C:13](=[N:14][CH:15]=[CH:16][CH:17]=3)[S:12][CH:11]=2)[C:6]([C:19]#[N:20])=[CH:5][N:4]=1.C1C=C(Cl)C=C(C(OO)=O)C=1.CCN(C(C)C)C(C)C.Cl.[NH2:42][C@H:43]([CH2:47][CH3:48])[C:44]([NH2:46])=[O:45].